This data is from Peptide-MHC class II binding affinity with 134,281 pairs from IEDB. The task is: Regression. Given a peptide amino acid sequence and an MHC pseudo amino acid sequence, predict their binding affinity value. This is MHC class II binding data. (1) The peptide sequence is LKALTTKHPSLNIIT. The MHC is DRB1_0701 with pseudo-sequence DRB1_0701. The binding affinity (normalized) is 0.885. (2) The peptide sequence is VLGLPAIKAWVAKRP. The MHC is DRB1_0101 with pseudo-sequence DRB1_0101. The binding affinity (normalized) is 0.791. (3) The peptide sequence is DVFYNGAYFVSSGKY. The MHC is HLA-DPA10103-DPB10401 with pseudo-sequence HLA-DPA10103-DPB10401. The binding affinity (normalized) is 0.518. (4) The peptide sequence is MGDDGVLACAIATHA. The MHC is HLA-DQA10101-DQB10501 with pseudo-sequence HLA-DQA10101-DQB10501. The binding affinity (normalized) is 0.371. (5) The MHC is DRB1_0701 with pseudo-sequence DRB1_0701. The peptide sequence is DEINTIFSDYIPYVF. The binding affinity (normalized) is 0.328. (6) The peptide sequence is RRSIPVNEALAAAGL. The MHC is DRB1_0701 with pseudo-sequence DRB1_0701. The binding affinity (normalized) is 0.417.